The task is: Regression. Given a peptide amino acid sequence and an MHC pseudo amino acid sequence, predict their binding affinity value. This is MHC class II binding data.. This data is from Peptide-MHC class II binding affinity with 134,281 pairs from IEDB. (1) The peptide sequence is FYADDTAGWDTRITE. The MHC is DRB3_0101 with pseudo-sequence DRB3_0101. The binding affinity (normalized) is 0.610. (2) The MHC is DRB1_0701 with pseudo-sequence DRB1_0701. The peptide sequence is MERRFTSHLPVAQRG. The binding affinity (normalized) is 0.573. (3) The peptide sequence is LVNSSQPWEPLQLHV. The MHC is DRB3_0101 with pseudo-sequence DRB3_0101. The binding affinity (normalized) is 0.0942. (4) The peptide sequence is YTVFETALKKAITAM. The MHC is HLA-DQA10101-DQB10501 with pseudo-sequence HLA-DQA10101-DQB10501. The binding affinity (normalized) is 0.0710. (5) The peptide sequence is AFKVAATAKNAAPAN. The MHC is HLA-DPA10103-DPB10301 with pseudo-sequence HLA-DPA10103-DPB10301. The binding affinity (normalized) is 0.544.